Dataset: Reaction yield outcomes from USPTO patents with 853,638 reactions. Task: Predict the reaction yield, written as a fraction of the theoretical maximum amount of product (1.0 means a 100% yield; for example, 0.34 means a 34% yield). (1) The reactants are [CH3:1][NH:2][C:3]([C:5]1[CH:6]=[CH:7][C:8]([N:11]2[CH2:16][CH2:15][CH:14]([O:17][Si:18]([C:21]([CH3:24])([CH3:23])[CH3:22])([CH3:20])[CH3:19])[CH2:13][CH2:12]2)=[N:9][CH:10]=1)=[O:4].CN(C)CCN(C)C.CC1(C)CCCC(C)(C)N1.C([Li])CCC.[I:48]I.O.O.O.O.O.S([O-])([O-])(=O)=S.[Na+].[Na+]. The catalyst is O1CCCC1. The product is [CH3:1][NH:2][C:3]([C:5]1[C:6]([I:48])=[CH:7][C:8]([N:11]2[CH2:16][CH2:15][CH:14]([O:17][Si:18]([C:21]([CH3:24])([CH3:23])[CH3:22])([CH3:20])[CH3:19])[CH2:13][CH2:12]2)=[N:9][CH:10]=1)=[O:4]. The yield is 0.728. (2) The reactants are [CH2:1]=[CH:2][CH2:3][C:4](=[O:8])[CH2:5][CH:6]=[CH2:7].O.O.O.O.O.O.O.O.O.[S-2:18].[Na+].[Na+].C(=O)([O-])[O-].[K+].[K+]. The catalyst is C1(C)C=CC=CC=1.O. The product is [CH3:7][CH:6]1[CH2:5][C:4](=[O:8])[CH2:3][CH:2]([CH3:1])[S:18]1. The yield is 0.290. (3) The reactants are [CH3:1][O:2][C:3]1[C:8]([CH:9]=[O:10])=[CH:7][CH:6]=[CH:5][N:4]=1.[OH-].[K+].[N+:13]([CH2:15][C:16]([N:18]1[CH2:22][CH2:21][CH2:20][CH2:19]1)=[O:17])#[C-:14]. The catalyst is CO. The product is [CH3:1][O:2][C:3]1[C:8]([C@@H:9]2[O:10][CH:14]=[N:13][C@H:15]2[C:16]([N:18]2[CH2:22][CH2:21][CH2:20][CH2:19]2)=[O:17])=[CH:7][CH:6]=[CH:5][N:4]=1. The yield is 0.500. (4) The reactants are CO[C:3]([C:9]1[CH:14]=[CH:13][C:12]([O:15][C:16]2[CH:21]=[CH:20][CH:19]=[CH:18][CH:17]=2)=[CH:11][CH:10]=1)=[C:4]([C:7]#[N:8])[C:5]#[N:6].O.[NH2:23][NH2:24]. The catalyst is CCO. The product is [NH2:6][C:5]1[NH:24][N:23]=[C:3]([C:9]2[CH:14]=[CH:13][C:12]([O:15][C:16]3[CH:21]=[CH:20][CH:19]=[CH:18][CH:17]=3)=[CH:11][CH:10]=2)[C:4]=1[C:7]#[N:8]. The yield is 0.880. (5) The reactants are S(NN)([C:4]1[CH:10]=[CH:9][C:7]([CH3:8])=[CH:6][CH:5]=1)(=O)=O.[CH3:13][CH2:14]O.C([N-][CH:20]([CH3:22])[CH3:21])(C)C.[Li+]. The catalyst is Cl.CN(C)CCN(C)C. The product is [CH2:8]1[C:7]2[C:6](=[CH:5][CH:4]=[CH:10][CH:9]=2)[CH:8]=[C:7]1[CH2:9][C:10]1[CH2:4][C:5]2[C:13]([CH:14]=1)=[CH:21][CH:20]=[CH:22][CH:6]=2. The yield is 0.140. (6) The reactants are Cl[C:2]1[N:7]=[C:6]([NH:8][CH:9]2[CH2:17][CH:16]3[N:12]([CH2:13][CH2:14][CH2:15]3)[C:11]([CH3:19])([CH3:18])[CH2:10]2)[C:5]([F:20])=[CH:4][N:3]=1.[NH2:21][C:22]1[CH:23]=[CH:24][C:25]([O:35][CH:36]2[CH2:39][O:38][CH2:37]2)=[C:26]([N:28]2[C:32](=[O:33])[N:31]([CH3:34])[N:30]=[N:29]2)[CH:27]=1.C1C=CC(P(C2C(C3C(P(C4C=CC=CC=4)C4C=CC=CC=4)=CC=C4C=3C=CC=C4)=C3C(C=CC=C3)=CC=2)C2C=CC=CC=2)=CC=1.C([O-])([O-])=O.[Cs+].[Cs+]. The catalyst is CC([O-])=O.CC([O-])=O.[Pd+2].O1CCOCC1. The product is [NH3:3].[CH3:32][OH:33].[F:20][C:5]1[C:6]([NH:8][CH:9]2[CH2:17][CH:16]3[N:12]([CH2:13][CH2:14][CH2:15]3)[C:11]([CH3:19])([CH3:18])[CH2:10]2)=[N:7][C:2]([NH:21][C:22]2[CH:23]=[CH:24][C:25]([O:35][CH:36]3[CH2:39][O:38][CH2:37]3)=[C:26]([N:28]3[C:32](=[O:33])[N:31]([CH3:34])[N:30]=[N:29]3)[CH:27]=2)=[N:3][CH:4]=1. The yield is 0.0100. (7) The reactants are Cl[C:2]1[CH:3]=[CH:4][C:5]2[N:6]([CH:8]=[C:9]([C:11]3[CH:16]=[CH:15][C:14]([S:17][N:18]([CH3:20])[CH3:19])=[CH:13][CH:12]=3)[N:10]=2)[N:7]=1.[F-:21].[K+].C1N2CCOCCOCCN(CCOCCOCC2)CCOCCOC1.CCCCCC. The catalyst is CS(C)=O.C(OCC)(=O)C. The product is [CH3:19][N:18]([CH3:20])[S:17][C:14]1[CH:15]=[CH:16][C:11]([C:9]2[N:10]=[C:5]3[CH:4]=[CH:3][C:2]([F:21])=[N:7][N:6]3[CH:8]=2)=[CH:12][CH:13]=1. The yield is 0.260.